From a dataset of Full USPTO retrosynthesis dataset with 1.9M reactions from patents (1976-2016). Predict the reactants needed to synthesize the given product. (1) Given the product [F:1][C:2]1[CH:3]=[C:4]([CH:9]2[NH:22][C:20]([O:19][CH3:18])=[N:21][C:15]([CH3:16])=[C:10]2[C:11]([O:13][CH3:14])=[O:12])[CH:5]=[CH:6][C:7]=1[F:8], predict the reactants needed to synthesize it. The reactants are: [F:1][C:2]1[CH:3]=[C:4]([CH:9]=[C:10]([C:15](=O)[CH3:16])[C:11]([O:13][CH3:14])=[O:12])[CH:5]=[CH:6][C:7]=1[F:8].[CH3:18][O:19][C:20]([NH2:22])=[NH:21].OS(O)(=O)=O.C([O-])(O)=O.[Na+]. (2) Given the product [CH2:17]([O:16][C:14](=[O:15])[C:13](=[CH:12][NH:1][C:2]1[CH2:7][CH2:6][CH2:5][C:4](=[O:8])[CH:3]=1)[C:19]([O:21][CH2:22][CH3:23])=[O:20])[CH3:18], predict the reactants needed to synthesize it. The reactants are: [NH2:1][C:2]1[CH2:7][CH2:6][CH2:5][C:4](=[O:8])[CH:3]=1.C(O[CH:12]=[C:13]([C:19]([O:21][CH2:22][CH3:23])=[O:20])[C:14]([O:16][CH2:17][CH3:18])=[O:15])C. (3) Given the product [CH:9]1([C:14]([OH:16])=[O:15])[CH2:10][CH2:11][CH2:12][CH2:13][CH2:8]1, predict the reactants needed to synthesize it. The reactants are: CN1CCNCC1.[C@@H:8]12C(=O)[O:16][C:14](=[O:15])[C@H:9]1[CH2:10][CH2:11][CH2:12][CH2:13]2. (4) Given the product [CH3:1][C@H:2]([CH2:9][CH2:10][CH2:11][CH:12]([CH3:14])[CH3:13])[CH2:3][CH2:4][CH2:5][C:6](=[O:8])[CH3:7], predict the reactants needed to synthesize it. The reactants are: [CH3:1][C:2]([CH2:9][CH2:10][CH2:11][CH:12]([CH3:14])[CH3:13])=[CH:3][CH2:4][CH2:5][C:6](=[O:8])[CH3:7].CC(CCC=C(C)C)=CCCC(=O)C. (5) Given the product [C:1]([O:5][C:6]([N:8]1[CH2:12][CH:11]([C:13]2[CH:18]=[CH:17][CH:16]=[CH:15][CH:14]=2)[CH2:10][CH2:9]1)=[O:7])([CH3:4])([CH3:2])[CH3:3], predict the reactants needed to synthesize it. The reactants are: [C:1]([O:5][C:6]([N:8]1[CH2:12][C@H:11]([C:13]2[CH:18]=[CH:17][CH:16]=[CH:15][CH:14]=2)[C@@H:10](C=O)[CH2:9]1)=[O:7])([CH3:4])([CH3:3])[CH3:2].C(N(CC)CC)C.C(O[BH-](OC(=O)C)OC(=O)C)(=O)C.[Na+].C(=O)(O)[O-].[Na+].